This data is from Full USPTO retrosynthesis dataset with 1.9M reactions from patents (1976-2016). The task is: Predict the reactants needed to synthesize the given product. (1) Given the product [F:1][C:2]1[CH:9]=[C:8]([C:10]([OH:11])([C:12]2[N:13]([CH3:17])[CH:14]=[N:15][CH:16]=2)[CH3:21])[CH:7]=[CH:6][C:3]=1[C:4]#[N:5], predict the reactants needed to synthesize it. The reactants are: [F:1][C:2]1[CH:9]=[C:8]([C:10]([C:12]2[N:13]([CH3:17])[CH:14]=[N:15][CH:16]=2)=[O:11])[CH:7]=[CH:6][C:3]=1[C:4]#[N:5].C[Mg+].[Br-].[CH2:21](OCC)C. (2) Given the product [CH2:1]([O:8][C:9]1[C:14]([N:15]([CH2:41][CH3:42])[S:16]([CH3:19])(=[O:18])=[O:17])=[CH:13][N:12]2[N:20]=[C:21]([C:28]3[CH:29]=[CH:30][C:31]([F:34])=[CH:32][CH:33]=3)[C:22]([C:23]([O:25][CH2:26][CH3:27])=[O:24])=[C:11]2[CH:10]=1)[C:2]1[CH:7]=[CH:6][CH:5]=[CH:4][CH:3]=1, predict the reactants needed to synthesize it. The reactants are: [CH2:1]([O:8][C:9]1[C:14]([NH:15][S:16]([CH3:19])(=[O:18])=[O:17])=[CH:13][N:12]2[N:20]=[C:21]([C:28]3[CH:33]=[CH:32][C:31]([F:34])=[CH:30][CH:29]=3)[C:22]([C:23]([O:25][CH2:26][CH3:27])=[O:24])=[C:11]2[CH:10]=1)[C:2]1[CH:7]=[CH:6][CH:5]=[CH:4][CH:3]=1.C(=O)([O-])[O-].[K+].[K+].[CH2:41](I)[CH3:42]. (3) The reactants are: Br[C:2]1[CH:7]=[CH:6][CH:5]=[CH:4][C:3]=1[B:8]1[O:15][CH2:14][CH2:13]N(CCCC)CC[O:9]1.[Li][CH2:21]CCC.CC(C)=O.Cl. Given the product [CH3:21][C:14]1([CH3:13])[O:15][B:8]([OH:9])[C:3]2[CH:2]=[CH:7][CH:6]=[CH:5][C:4]1=2, predict the reactants needed to synthesize it. (4) Given the product [N:1]1[CH:6]=[CH:5][CH:4]=[CH:3][C:2]=1[C:7]1[N:11]=[C:10]([C:12]2[CH:17]=[C:16]([C:22]#[N:23])[CH:15]=[CH:14][C:13]=2[O:19][CH3:20])[O:9][N:8]=1, predict the reactants needed to synthesize it. The reactants are: [N:1]1[CH:6]=[CH:5][CH:4]=[CH:3][C:2]=1[C:7]1[N:11]=[C:10]([C:12]2[CH:17]=[C:16](Br)[CH:15]=[CH:14][C:13]=2[O:19][CH3:20])[O:9][N:8]=1.O.[CH3:22][N:23](C)C=O. (5) Given the product [F:19][C:16]([F:17])([F:18])[C:13]1[N:11]2[N:12]=[C:7]([N:1]3[CH2:2][CH2:3][N:4]([CH2:20][C:22]4[CH:23]=[C:24]([CH:27]=[CH:28][CH:29]=4)[C:25]#[N:26])[CH2:5][CH2:6]3)[CH:8]=[CH:9][C:10]2=[N:15][N:14]=1, predict the reactants needed to synthesize it. The reactants are: [N:1]1([C:7]2[CH:8]=[CH:9][C:10]3[N:11]([C:13]([C:16]([F:19])([F:18])[F:17])=[N:14][N:15]=3)[N:12]=2)[CH2:6][CH2:5][NH:4][CH2:3][CH2:2]1.[CH:20]([C:22]1[CH:23]=[C:24]([CH:27]=[CH:28][CH:29]=1)[C:25]#[N:26])=O. (6) Given the product [CH3:21][S:22]([CH2:25][C:26]([N:10]1[CH2:9][C@H:8]([NH:7][C:6](=[O:20])[O:5][C:1]([CH3:4])([CH3:2])[CH3:3])[C:14](=[O:15])[NH:13][C:12]2[CH:16]=[CH:17][CH:18]=[CH:19][C:11]1=2)=[O:27])(=[O:24])=[O:23], predict the reactants needed to synthesize it. The reactants are: [C:1]([O:5][C:6](=[O:20])[NH:7][C@@H:8]1[C:14](=[O:15])[NH:13][C:12]2[CH:16]=[CH:17][CH:18]=[CH:19][C:11]=2[NH:10][CH2:9]1)([CH3:4])([CH3:3])[CH3:2].[CH3:21][S:22]([CH2:25][C:26](O)=[O:27])(=[O:24])=[O:23].O=P(Cl)(Cl)Cl.